Dataset: Full USPTO retrosynthesis dataset with 1.9M reactions from patents (1976-2016). Task: Predict the reactants needed to synthesize the given product. (1) Given the product [CH2:1]([O:8][C:9]1[CH:14]=[C:13]([O:15][CH2:43][CH2:44][N:45]2[CH2:49][CH2:48][CH2:47][C:46]2=[O:50])[CH:12]=[CH:11][C:10]=1/[CH:16]=[CH:17]/[C:18]([O:20][CH2:21][CH3:22])=[O:19])[C:2]1[CH:3]=[CH:4][CH:5]=[CH:6][CH:7]=1, predict the reactants needed to synthesize it. The reactants are: [CH2:1]([O:8][C:9]1[CH:14]=[C:13]([OH:15])[CH:12]=[CH:11][C:10]=1/[CH:16]=[CH:17]/[C:18]([O:20][CH2:21][CH3:22])=[O:19])[C:2]1[CH:7]=[CH:6][CH:5]=[CH:4][CH:3]=1.C1(P(C2C=CC=CC=2)C2C=CC=CC=2)C=CC=CC=1.O[CH2:43][CH2:44][N:45]1[CH2:49][CH2:48][CH2:47][C:46]1=[O:50].N(C(OCC)=O)=NC(OCC)=O. (2) Given the product [Si:29]([O:36][C@@H:37]([CH3:63])[C@@H:38]([NH:52][C:53]1[CH:58]=[CH:57][C:56]([C:59]#[N:60])=[C:55]([Cl:61])[C:54]=1[CH3:62])[C:39]1[O:51][C:43]([C:44]2[CH:45]=[CH:46][C:47]([I:50])=[CH:48][CH:49]=2)=[N:42][N:41]=1)([C:32]([CH3:34])([CH3:35])[CH3:33])([CH3:30])[CH3:31], predict the reactants needed to synthesize it. The reactants are: C1(P(C2C=CC=CC=2)C2C=CC=CC=2)C=CC=CC=1.II.CCN(CC)CC.[Si:29]([O:36][C@@H:37]([CH3:63])[C@@H:38]([NH:52][C:53]1[CH:58]=[CH:57][C:56]([C:59]#[N:60])=[C:55]([Cl:61])[C:54]=1[CH3:62])[C:39]([NH:41][NH:42][C:43](=[O:51])[C:44]1[CH:49]=[CH:48][C:47]([I:50])=[CH:46][CH:45]=1)=O)([C:32]([CH3:35])([CH3:34])[CH3:33])([CH3:31])[CH3:30]. (3) Given the product [Cl:1][C:2]1[N:6]2[CH:7]=[C:8]([O:15][CH:16]([CH3:17])[CH3:18])[CH:9]=[C:10]([C:11]([F:14])([F:12])[F:13])[C:5]2=[N:4][C:3]=1[C:19]([N:40]1[CH2:41][CH2:42][CH:43]([N:46]2[CH2:50][CH2:49][O:48][C:47]2=[O:51])[CH2:44][CH2:45]1)=[O:20], predict the reactants needed to synthesize it. The reactants are: [Cl:1][C:2]1[N:6]2[CH:7]=[C:8]([O:15][CH:16]([CH3:18])[CH3:17])[CH:9]=[C:10]([C:11]([F:14])([F:13])[F:12])[C:5]2=[N:4][C:3]=1[C:19](OC)=[O:20].[OH-].[Na+].Cl.S(Cl)(Cl)=O.C(N(C(C)C)C(C)C)C.Cl.[NH:40]1[CH2:45][CH2:44][CH:43]([N:46]2[CH2:50][CH2:49][O:48][C:47]2=[O:51])[CH2:42][CH2:41]1. (4) The reactants are: CN(C=O)C.O=S(Cl)Cl.[Cl:10][C:11]1[N:16]=[CH:15][C:14]([C:17]([OH:19])=O)=[CH:13][C:12]=1[I:20].CCN(C(C)C)C(C)C.[F:30][C:31]([F:41])([F:40])[O:32][C:33]1[CH:39]=[CH:38][C:36]([NH2:37])=[CH:35][CH:34]=1. Given the product [Cl:10][C:11]1[C:12]([I:20])=[CH:13][C:14]([C:17]([NH:37][C:36]2[CH:38]=[CH:39][C:33]([O:32][C:31]([F:30])([F:40])[F:41])=[CH:34][CH:35]=2)=[O:19])=[CH:15][N:16]=1, predict the reactants needed to synthesize it. (5) Given the product [Cl:1][C:2]1[CH:3]=[CH:4][C:5]([C:8]2[C:16]3[S:15][C:14]([CH:17]=[C:18]([CH3:19])[CH3:20])=[N:13][C:12]=3[CH:11]=[C:10]([CH3:21])[C:9]=2[OH:22])=[CH:6][CH:7]=1, predict the reactants needed to synthesize it. The reactants are: [Cl:1][C:2]1[CH:7]=[CH:6][C:5]([C:8]2[C:16]3[S:15][C:14]([CH:17]=[C:18]([CH3:20])[CH3:19])=[N:13][C:12]=3[CH:11]=[C:10]([CH3:21])[C:9]=2[O:22]C)=[CH:4][CH:3]=1. (6) The reactants are: [CH3:1][O:2][C:3]1[CH:4]=[C:5]2[C:10](=[CH:11][C:12]=1[O:13][CH3:14])[N:9]=[CH:8][CH:7]=[C:6]2[O:15][C:16]1[C:22]([CH3:23])=[CH:21][C:19]([NH2:20])=[C:18]([CH3:24])[CH:17]=1.Cl[C:26](Cl)([O:28][C:29](=[O:35])OC(Cl)(Cl)Cl)Cl.[CH2:37](O)[CH2:38][CH2:39][CH2:40][CH2:41][CH2:42][CH2:43][CH2:44][CH2:45][CH2:46][CH2:47][CH2:48][CH2:49][CH2:50][CH2:51][CH2:52][CH2:53]C.C(=O)(O)[O-].[Na+]. Given the product [CH3:1][O:2][C:3]1[CH:4]=[C:5]2[C:10](=[CH:11][C:12]=1[O:13][CH3:14])[N:9]=[CH:8][CH:7]=[C:6]2[O:15][C:16]1[C:22]([CH3:23])=[CH:21][C:19]([NH:20][C:29](=[O:35])[O:28][CH2:26][CH2:53][CH2:52][CH2:51][CH2:50][CH2:49][CH2:48][CH2:47][CH2:46][CH2:45][CH2:44][CH2:43][CH2:42][CH2:41][CH2:40][CH2:39][CH2:38][CH3:37])=[C:18]([CH3:24])[CH:17]=1, predict the reactants needed to synthesize it.